From a dataset of Full USPTO retrosynthesis dataset with 1.9M reactions from patents (1976-2016). Predict the reactants needed to synthesize the given product. (1) The reactants are: Cl.[Cl:2][C:3]1[N:4]=[C:5]([C:10]([NH:12][C@H:13]2[CH2:18][CH2:17][NH:16][CH2:15][C@H:14]2[O:19][CH3:20])=[O:11])[NH:6][C:7]=1[CH2:8][CH3:9].F[C:22]1[N:27]=[CH:26][C:25]([C:28]([O:30][CH3:31])=[O:29])=[CH:24][CH:23]=1.C(N(C(C)C)CC)(C)C. Given the product [Cl:2][C:3]1[N:4]=[C:5]([C:10]([NH:12][C@H:13]2[CH2:18][CH2:17][N:16]([C:22]3[N:27]=[CH:26][C:25]([C:28]([O:30][CH3:31])=[O:29])=[CH:24][CH:23]=3)[CH2:15][C@H:14]2[O:19][CH3:20])=[O:11])[NH:6][C:7]=1[CH2:8][CH3:9], predict the reactants needed to synthesize it. (2) Given the product [CH3:17][N:16]1[C:12]([C:10]([NH:9][C:5]2[CH:4]=[C:3]([C:1]#[C:2][C:20]3[CH:21]=[N:22][CH:23]=[C:24]([CH:28]=3)[C:25]([OH:27])=[O:26])[CH:8]=[CH:7][CH:6]=2)=[O:11])=[CH:13][C:14]([CH3:18])=[N:15]1, predict the reactants needed to synthesize it. The reactants are: [C:1]([C:3]1[CH:4]=[C:5]([NH:9][C:10]([C:12]2[N:16]([CH3:17])[N:15]=[C:14]([CH3:18])[CH:13]=2)=[O:11])[CH:6]=[CH:7][CH:8]=1)#[CH:2].Br[C:20]1[CH:21]=[N:22][CH:23]=[C:24]([CH:28]=1)[C:25]([OH:27])=[O:26].CCN(CC)CC. (3) The reactants are: C(O[C:4](=[O:31])[CH2:5][O:6][C:7]1[CH:12]=[C:11]([CH:13]([CH3:15])[CH3:14])[CH:10]=[CH:9][C:8]=1[CH2:16][CH2:17][NH:18][S:19]([C:22]1[CH:27]=[C:26]([C:28]#[N:29])[CH:25]=[CH:24][C:23]=1[OH:30])(=[O:21])=[O:20])C.O.[NH2:33][NH2:34]. Given the product [C:28]([C:26]1[CH:25]=[CH:24][C:23]([OH:30])=[C:22]([S:19]([NH:18][CH2:17][CH2:16][C:8]2[CH:9]=[CH:10][C:11]([CH:13]([CH3:15])[CH3:14])=[CH:12][C:7]=2[O:6][CH2:5][C:4]([NH:33][NH2:34])=[O:31])(=[O:21])=[O:20])[CH:27]=1)#[N:29], predict the reactants needed to synthesize it. (4) Given the product [O:21]=[C:4]1[CH:5]=[C:6]([CH:8]2[CH2:9][CH2:10][N:11]([C:14]([O:16][C:17]([CH3:18])([CH3:19])[CH3:20])=[O:15])[CH2:12][CH2:13]2)[N:23]2[N:22]=[C:26]3[CH:27]=[N:28][CH:29]=[CH:30][C:25]3=[C:24]2[NH:31]1, predict the reactants needed to synthesize it. The reactants are: C(O[C:4](=[O:21])[CH2:5][C:6]([CH:8]1[CH2:13][CH2:12][N:11]([C:14]([O:16][C:17]([CH3:20])([CH3:19])[CH3:18])=[O:15])[CH2:10][CH2:9]1)=O)C.[NH:22]1[C:26]2=[CH:27][N:28]=[CH:29][CH:30]=[C:25]2[C:24]([NH2:31])=[N:23]1.P([O-])([O-])([O-])=O.[K+].[K+].[K+]. (5) Given the product [C:1]([O:5][C:6]([N:8]1[CH2:12][C@@H:11]([O:13][C:14]2[CH:23]=[CH:22][C:21]3[C:16](=[CH:17][CH:18]=[CH:19][CH:20]=3)[CH:15]=2)[CH2:10][C@H:9]1[CH2:24][OH:25])=[O:7])([CH3:4])([CH3:3])[CH3:2], predict the reactants needed to synthesize it. The reactants are: [C:1]([O:5][C:6]([N:8]1[CH2:12][C@@H:11]([O:13][C:14]2[CH:23]=[CH:22][C:21]3[C:16](=[CH:17][CH:18]=[CH:19][CH:20]=3)[CH:15]=2)[CH2:10][C@H:9]1[C:24](O)=[O:25])=[O:7])([CH3:4])([CH3:3])[CH3:2].CSC.